This data is from Forward reaction prediction with 1.9M reactions from USPTO patents (1976-2016). The task is: Predict the product of the given reaction. (1) The product is: [Cl:1][C:2]1[CH:11]=[C:10]2[C:5]([CH2:6][CH2:7][N:8]([C:45]([O:47][C:48]([CH3:51])([CH3:50])[CH3:49])=[O:46])[C@H:9]2[C:12]2[CH:16]=[C:15]([C:17]([C:19]3[C:20]([NH:25][C@H:26]4[CH2:30][C@H:29]([O:31][Si:32]([CH:36]([CH3:37])[CH3:38])([CH:39]([CH3:40])[CH3:41])[CH:33]([CH3:35])[CH3:34])[C@@H:28]([CH2:42][O:43][S:60](=[O:62])(=[O:61])[NH2:63])[CH2:27]4)=[N:21][CH:22]=[N:23][CH:24]=3)=[O:18])[S:14][C:13]=2[CH3:44])=[CH:4][CH:3]=1. Given the reactants [Cl:1][C:2]1[CH:11]=[C:10]2[C:5]([CH2:6][CH2:7][N:8]([C:45]([O:47][C:48]([CH3:51])([CH3:50])[CH3:49])=[O:46])[C@H:9]2[C:12]2[CH:16]=[C:15]([C:17]([C:19]3[C:20]([NH:25][C@H:26]4[CH2:30][C@H:29]([O:31][Si:32]([CH:39]([CH3:41])[CH3:40])([CH:36]([CH3:38])[CH3:37])[CH:33]([CH3:35])[CH3:34])[C@@H:28]([CH2:42][OH:43])[CH2:27]4)=[N:21][CH:22]=[N:23][CH:24]=3)=[O:18])[S:14][C:13]=2[CH3:44])=[CH:4][CH:3]=1.C(N(CC)CC)C.Cl[S:60]([NH2:63])(=[O:62])=[O:61].CO.C([O-])(O)=O.[Na+], predict the reaction product. (2) The product is: [Br:1][C:2]1[CH:3]=[C:4]2[C:9](=[CH:10][C:11]=1[O:12][CH3:13])[N:8]=[C:7]([C:14]1[CH:19]=[CH:18][CH:17]=[C:16]([C:20]([F:23])([F:21])[F:22])[CH:15]=1)[C:6]([CH3:24])=[C:5]2[C:25]([O:27][CH3:28])=[O:26]. Given the reactants [Br:1][C:2]1[CH:3]=[C:4]2[C:9](=[CH:10][C:11]=1[O:12][CH3:13])[N:8]=[C:7]([C:14]1[CH:19]=[CH:18][CH:17]=[C:16]([C:20]([F:23])([F:22])[F:21])[CH:15]=1)[C:6]([CH3:24])=[C:5]2[C:25]([OH:27])=[O:26].[C:28](Cl)(=O)C(Cl)=O.CO, predict the reaction product. (3) Given the reactants Br[C:2]1[CH:3]=[C:4]([S:9]([NH2:12])(=[O:11])=[O:10])[CH:5]=[CH:6][C:7]=1[CH3:8].[B:13]1([B:13]2[O:17][C:16]([CH3:19])([CH3:18])[C:15]([CH3:21])([CH3:20])[O:14]2)[O:17][C:16]([CH3:19])([CH3:18])[C:15]([CH3:21])([CH3:20])[O:14]1.O1CCOCC1.C([O-])(=O)C.[K+], predict the reaction product. The product is: [CH3:8][C:7]1[CH:6]=[CH:5][C:4]([S:9]([NH2:12])(=[O:11])=[O:10])=[CH:3][C:2]=1[B:13]1[O:17][C:16]([CH3:19])([CH3:18])[C:15]([CH3:21])([CH3:20])[O:14]1. (4) Given the reactants [OH:1][C:2]1[CH:10]=[CH:9][C:8]2[NH:7][C:6]3[CH:11]([CH2:14][C:15]([O:17][CH2:18][CH3:19])=[O:16])[CH2:12][CH2:13][C:5]=3[C:4]=2[CH:3]=1.C(=O)([O-])[O-].[Cs+].[Cs+].Br[CH2:27][C:28]1[CH:33]=[N:32][C:31]([O:34][CH:35]([CH3:37])[CH3:36])=[CH:30][N:29]=1, predict the reaction product. The product is: [CH:35]([O:34][C:31]1[N:32]=[CH:33][C:28]([CH2:27][O:1][C:2]2[CH:10]=[CH:9][C:8]3[NH:7][C:6]4[CH:11]([CH2:14][C:15]([O:17][CH2:18][CH3:19])=[O:16])[CH2:12][CH2:13][C:5]=4[C:4]=3[CH:3]=2)=[N:29][CH:30]=1)([CH3:37])[CH3:36]. (5) Given the reactants Cl[C:2]1[C:11]2[C:6](=[CH:7][C:8]([F:13])=[CH:9][C:10]=2[F:12])[N:5]=[C:4]([N:14]2[CH2:19][CH2:18][N:17]([C:20]([O:22][C:23]([CH3:26])([CH3:25])[CH3:24])=[O:21])[CH2:16][CH2:15]2)[C:3]=1[CH3:27].[O:28]1[CH2:33][CH2:32][N:31]([C:34]2[CH:35]=[C:36]([NH2:40])[CH:37]=[N:38][CH:39]=2)[CH2:30][CH2:29]1, predict the reaction product. The product is: [F:12][C:10]1[CH:9]=[C:8]([F:13])[CH:7]=[C:6]2[C:11]=1[C:2]([NH:40][C:36]1[CH:37]=[N:38][CH:39]=[C:34]([N:31]3[CH2:32][CH2:33][O:28][CH2:29][CH2:30]3)[CH:35]=1)=[C:3]([CH3:27])[C:4]([N:14]1[CH2:19][CH2:18][N:17]([C:20]([O:22][C:23]([CH3:25])([CH3:24])[CH3:26])=[O:21])[CH2:16][CH2:15]1)=[N:5]2. (6) Given the reactants [Cl:1][C:2]1[N:7]=[C:6]([CH3:8])[C:5]2[C:9]([O:31][CH3:32])=[N:10][N:11]([C:12]([C:25]3[CH:30]=[CH:29][CH:28]=[CH:27][CH:26]=3)([C:19]3[CH:24]=[CH:23][CH:22]=[CH:21][CH:20]=3)[C:13]3[CH:18]=[CH:17][CH:16]=[CH:15][CH:14]=3)[C:4]=2[CH:3]=1.[Se](=O)=[O:34], predict the reaction product. The product is: [Cl:1][C:2]1[N:7]=[C:6]([CH:8]=[O:34])[C:5]2[C:9]([O:31][CH3:32])=[N:10][N:11]([C:12]([C:13]3[CH:18]=[CH:17][CH:16]=[CH:15][CH:14]=3)([C:19]3[CH:20]=[CH:21][CH:22]=[CH:23][CH:24]=3)[C:25]3[CH:26]=[CH:27][CH:28]=[CH:29][CH:30]=3)[C:4]=2[CH:3]=1. (7) The product is: [C:27]([NH:1][C:2]1[CH:3]=[CH:4][C:5]([CH:8]([CH2:12][CH:13]2[CH2:17][CH2:16][CH2:15][CH2:14]2)[C:9]([OH:11])=[O:10])=[CH:6][CH:7]=1)(=[O:34])[C:28]1[CH:33]=[CH:32][CH:31]=[CH:30][CH:29]=1. Given the reactants [NH2:1][C:2]1[CH:7]=[CH:6][C:5]([CH:8]([CH2:12][CH:13]2[CH2:17][CH2:16][CH2:15][CH2:14]2)[C:9]([OH:11])=[O:10])=[CH:4][CH:3]=1.C(N(CC)C(C)C)(C)C.[C:27](Cl)(=[O:34])[C:28]1[CH:33]=[CH:32][CH:31]=[CH:30][CH:29]=1, predict the reaction product.